From a dataset of Peptide-MHC class I binding affinity with 185,985 pairs from IEDB/IMGT. Regression. Given a peptide amino acid sequence and an MHC pseudo amino acid sequence, predict their binding affinity value. This is MHC class I binding data. (1) The peptide sequence is ITSQDVLYSW. The MHC is HLA-B46:01 with pseudo-sequence HLA-B46:01. The binding affinity (normalized) is 0.356. (2) The MHC is H-2-Ld with pseudo-sequence H-2-Ld. The peptide sequence is IPSLDSWWTSL. The binding affinity (normalized) is 0.560.